From a dataset of Forward reaction prediction with 1.9M reactions from USPTO patents (1976-2016). Predict the product of the given reaction. (1) Given the reactants [Cl:1][C:2]1[CH:3]=[C:4]([CH2:9][C:10]([NH2:12])=[S:11])[CH:5]=[CH:6][C:7]=1[Cl:8].Br[CH2:14][C:15]([C:17]1[CH:22]=[CH:21][C:20]([N:23]2[CH:27]=[C:26]([CH3:28])[N:25]=[CH:24]2)=[CH:19][CH:18]=1)=O.C(#N)C.O.[C:33]([OH:39])([C:35]([F:38])([F:37])[F:36])=[O:34], predict the reaction product. The product is: [Cl:1][C:2]1[CH:3]=[C:4]([CH:5]=[CH:6][C:7]=1[Cl:8])[CH2:9][C:10]1[S:11][CH:14]=[C:15]([C:17]2[CH:18]=[CH:19][C:20]([N:23]3[CH:27]=[C:26]([CH3:28])[N:25]=[CH:24]3)=[CH:21][CH:22]=2)[N:12]=1.[C:33]([OH:39])([C:35]([F:38])([F:37])[F:36])=[O:34]. (2) Given the reactants C([O:8][C@H:9]1[CH2:13][CH2:12][CH2:11][C@H:10]1[C:14]1[N:18]2[C:19]3[C:24]([NH:25][C:26](=[O:27])[C:17]2=[N:16][N:15]=1)=[CH:23][C:22]([C:28]([N:30]1[CH2:38][C:37]2[C:32](=[CH:33][CH:34]=[CH:35][CH:36]=2)[CH2:31]1)=[O:29])=[C:21]([CH3:39])[CH:20]=3)C1C=CC=CC=1, predict the reaction product. The product is: [CH2:31]1[C:32]2[C:37](=[CH:36][CH:35]=[CH:34][CH:33]=2)[CH2:38][N:30]1[C:28]([C:22]1[CH:23]=[C:24]2[C:19](=[CH:20][C:21]=1[CH3:39])[N:18]1[C:14]([C@@H:10]3[CH2:11][CH2:12][CH2:13][C@@H:9]3[OH:8])=[N:15][N:16]=[C:17]1[C:26](=[O:27])[NH:25]2)=[O:29]. (3) Given the reactants [NH2:1][C:2]1[C:10]2[C:5](=[C:6]([C:12]3[C:13]([C@@H:24]([NH:34][C:35](=[O:41])[O:36][C:37]([CH3:40])([CH3:39])[CH3:38])[CH2:25][C:26]4[CH:31]=[C:30]([F:32])[CH:29]=[C:28]([F:33])[CH:27]=4)=[N:14][C:15]([C:18]#[C:19][C:20]([OH:23])([CH3:22])[CH3:21])=[CH:16][CH:17]=3)[CH:7]=[CH:8][C:9]=2Cl)[N:4]([CH3:42])[N:3]=1.[CH3:43]NC1C2C(=C(B3OC(C)(C)C(C)(C)O3)C=CC=2)N(C)N=1, predict the reaction product. The product is: [F:33][C:28]1[CH:27]=[C:26]([CH2:25][C@H:24]([NH:34][C:35](=[O:41])[O:36][C:37]([CH3:40])([CH3:39])[CH3:38])[C:13]2[C:12]([C:6]3[CH:7]=[CH:8][CH:9]=[C:10]4[C:5]=3[N:4]([CH3:42])[N:3]=[C:2]4[NH:1][CH3:43])=[CH:17][CH:16]=[C:15]([C:18]#[C:19][C:20]([OH:23])([CH3:22])[CH3:21])[N:14]=2)[CH:31]=[C:30]([F:32])[CH:29]=1. (4) The product is: [CH2:1]([O:3][C:4](=[O:16])[CH2:5][CH:6]1[CH2:15][CH2:14][C:9]([O:10][OH:22])([O:17][OH:18])[CH2:8][CH2:7]1)[CH3:2]. Given the reactants [CH2:1]([O:3][C:4](=[O:16])[CH2:5][CH:6]1[CH2:15][CH2:14][C:9]2(OCC[O:10]2)[CH2:8][CH2:7]1)[CH3:2].[OH:17][OH:18].C1C[O:22]CC1, predict the reaction product. (5) Given the reactants [CH2:1]([N:3]([CH:28]1[CH2:33][CH2:32][NH:31][CH2:30][CH2:29]1)[C:4]1[C:19]2[CH2:18][CH:17]=[CH:16][CH2:15][CH2:14][C:13]3[CH:20]=[C:21]([CH3:26])[N:22]=[C:23]([O:24]C)[C:12]=3[CH2:11][NH:10][C:9](=[O:27])[C:8]=2[CH:7]=[CH:6][CH:5]=1)[CH3:2].CCN(CC)CC.Br[CH:42]([C:47](OC)=[O:48])[C:43](OC)=[O:44].[H-].[H-].[H-].[H-].[Li+].[Al+3].Cl, predict the reaction product. The product is: [OH:44][CH2:43][CH:42]([N:31]1[CH2:32][CH2:33][CH:28]([N:3]([CH2:1][CH3:2])[C:4]2[C:19]3[CH2:18][CH:17]=[CH:16][CH2:15][CH2:14][C:13]4[CH:20]=[C:21]([CH3:26])[NH:22][C:23](=[O:24])[C:12]=4[CH2:11][NH:10][C:9](=[O:27])[C:8]=3[CH:7]=[CH:6][CH:5]=2)[CH2:29][CH2:30]1)[CH2:47][OH:48]. (6) Given the reactants [NH2:1]CCCO.[CH3:6][O:7][C:8]1[CH:9]=[C:10]2[C:15](=[CH:16][CH:17]=1)[N:14]=[C:13]([CH:18]=O)[CH:12]=[CH:11]2.[CH3:20][CH2:21][OH:22], predict the reaction product. The product is: [CH3:6][O:7][C:8]1[CH:9]=[C:10]2[C:15](=[CH:16][CH:17]=1)[N:14]=[C:13]([CH2:18][NH:1][CH2:20][CH2:21][OH:22])[CH:12]=[CH:11]2. (7) Given the reactants [CH3:1]N(C)C=O.[C:6]([O:10][C:11](=[O:47])[N:12]([CH2:34][C:35]1[C:36]([Cl:46])=[CH:37][C:38]2[S:39][CH2:40][C:41](=[O:45])[NH:42][C:43]=2[N:44]=1)[CH:13]1[CH2:18][CH2:17][N:16]([CH2:19][CH2:20][N:21]2[C:30]3[C:25](=[CH:26][CH:27]=[C:28]([O:31][CH3:32])[CH:29]=3)[N:24]=[CH:23][C:22]2=[O:33])[CH2:15][CH2:14]1)([CH3:9])([CH3:8])[CH3:7].[H-].[Na+].CI, predict the reaction product. The product is: [C:6]([O:10][C:11](=[O:47])[N:12]([CH2:34][C:35]1[C:36]([Cl:46])=[CH:37][C:38]2[S:39][CH2:40][C:41](=[O:45])[N:42]([CH3:1])[C:43]=2[N:44]=1)[CH:13]1[CH2:18][CH2:17][N:16]([CH2:19][CH2:20][N:21]2[C:30]3[C:25](=[CH:26][CH:27]=[C:28]([O:31][CH3:32])[CH:29]=3)[N:24]=[CH:23][C:22]2=[O:33])[CH2:15][CH2:14]1)([CH3:9])([CH3:7])[CH3:8]. (8) Given the reactants [CH2:1]([O:5][CH2:6][CH2:7][O:8][C:9]1[CH:14]=[CH:13][C:12]([C:15]2[CH:16]=[CH:17][C:18]3[N:24]([CH2:25][CH:26]([CH3:28])[CH3:27])[CH2:23][CH2:22][C:21]([C:29]([NH:31][C:32]4[CH:37]=[CH:36][C:35]([S:38][CH2:39][C:40]5[CH:45]=[CH:44][CH:43]=C(C)[N:41]=5)=[CH:34][CH:33]=4)=[O:30])=[CH:20][C:19]=3[CH:47]=2)=[CH:11][CH:10]=1)[CH2:2][CH2:3][CH3:4].ClC1C=CC=C(C(OO)=[O:56])C=1.S([O-])([O-])(=O)=S.[Na+].[Na+].[CH2:66]([Cl:68])Cl, predict the reaction product. The product is: [CH2:1]([O:5][CH2:6][CH2:7][O:8][C:9]1[CH:14]=[CH:13][C:12]([C:15]2[CH:16]=[CH:17][C:18]3[N:24]([CH2:25][CH:26]([CH3:28])[CH3:27])[CH2:23][CH2:22][C:21]([C:29]([NH:31][C:32]4[CH:37]=[CH:36][C:35]([S:38]([CH2:39][C:40]5[CH:45]=[CH:44][CH:43]=[C:66]([Cl:68])[N:41]=5)=[O:56])=[CH:34][CH:33]=4)=[O:30])=[CH:20][C:19]=3[CH:47]=2)=[CH:11][CH:10]=1)[CH2:2][CH2:3][CH3:4]. (9) Given the reactants [CH3:1][O:2][C:3](=[O:25])[CH2:4][N:5]([S:15]([C:18]1[CH:23]=[CH:22][C:21]([OH:24])=[CH:20][CH:19]=1)(=[O:17])=[O:16])[CH2:6][C:7]1[CH:12]=[CH:11][C:10]([O:13][CH3:14])=[CH:9][CH:8]=1.C([O-])([O-])=O.[K+].[K+].Br[CH2:33][CH2:34][CH2:35][CH2:36][F:37], predict the reaction product. The product is: [CH3:1][O:2][C:3](=[O:25])[CH2:4][N:5]([S:15]([C:18]1[CH:19]=[CH:20][C:21]([O:24][CH2:33][CH2:34][CH2:35][CH2:36][F:37])=[CH:22][CH:23]=1)(=[O:17])=[O:16])[CH2:6][C:7]1[CH:8]=[CH:9][C:10]([O:13][CH3:14])=[CH:11][CH:12]=1.